From a dataset of Full USPTO retrosynthesis dataset with 1.9M reactions from patents (1976-2016). Predict the reactants needed to synthesize the given product. (1) Given the product [Cl:19][C:20]1[CH:21]=[C:22]([C:2]2[CH:7]=[N:6][CH:5]=[C:4]([NH:8][CH:9]([C:13]3[CH:18]=[CH:17][CH:16]=[CH:15][CH:14]=3)[C:10]([NH2:12])=[O:11])[CH:3]=2)[CH:23]=[N:24][CH:25]=1, predict the reactants needed to synthesize it. The reactants are: Br[C:2]1[CH:3]=[C:4]([NH:8][CH:9]([C:13]2[CH:18]=[CH:17][CH:16]=[CH:15][CH:14]=2)[C:10]([NH2:12])=[O:11])[CH:5]=[N:6][CH:7]=1.[Cl:19][C:20]1[CH:21]=[C:22](B(O)O)[CH:23]=[N:24][CH:25]=1.C([O-])([O-])=O.[K+].[K+]. (2) Given the product [F:8][C:9]1[CH:10]=[C:11]([CH:14]=[CH:15][C:16]=1[O:17][CH:18]1[CH2:19][CH2:20][N:21]([C:24]2[N:29]=[C:28]3[CH2:30][N:31]([C:48](=[O:49])[CH2:47][O:46][CH3:45])[CH2:32][CH2:33][C:27]3=[N:26][C:25]=2[NH:34][CH:35]([CH3:37])[CH3:36])[CH2:22][CH2:23]1)[C:12]#[N:13].[C:3]([OH:5])([C:2]([F:7])([F:6])[F:1])=[O:4], predict the reactants needed to synthesize it. The reactants are: [F:1][C:2]([F:7])([F:6])[C:3]([OH:5])=[O:4].[F:8][C:9]1[CH:10]=[C:11]([CH:14]=[CH:15][C:16]=1[O:17][CH:18]1[CH2:23][CH2:22][N:21]([C:24]2[N:29]=[C:28]3[CH2:30][NH:31][CH2:32][CH2:33][C:27]3=[N:26][C:25]=2[NH:34][CH:35]([CH3:37])[CH3:36])[CH2:20][CH2:19]1)[C:12]#[N:13].C(N(CC)CC)C.[CH3:45][O:46][CH2:47][C:48](Cl)=[O:49]. (3) Given the product [ClH:1].[N:2]1([C:9]2[C:18]3[C:13](=[CH:14][C:15]([OH:19])=[CH:16][CH:17]=3)[N:12]=[C:11]([CH3:27])[CH:10]=2)[CH2:8][CH2:7][CH2:6][CH2:5][CH2:4][CH2:3]1, predict the reactants needed to synthesize it. The reactants are: [ClH:1].[N:2]1([C:9]2[C:18]3[C:13](=[CH:14][C:15]([O:19]CC4C=CC=CC=4)=[CH:16][CH:17]=3)[N:12]=[C:11]([CH3:27])[CH:10]=2)[CH2:8][CH2:7][CH2:6][CH2:5][CH2:4][CH2:3]1. (4) Given the product [CH3:11][O:10][CH2:9][C:8]([C:4]1[CH:3]=[C:2]([C:19]#[C:18][Si:15]([CH3:17])([CH3:16])[CH3:14])[CH:7]=[CH:6][CH:5]=1)([CH3:13])[CH3:12], predict the reactants needed to synthesize it. The reactants are: Br[C:2]1[CH:7]=[CH:6][CH:5]=[C:4]([C:8]([CH3:13])([CH3:12])[CH2:9][O:10][CH3:11])[CH:3]=1.[CH3:14][Si:15]([C:18]#[CH:19])([CH3:17])[CH3:16]. (5) Given the product [CH3:25][O:23][C:6]1[CH:7]=[C:8]2[C:3]([C@@:2]3([CH3:1])[C@H:11]([CH2:10][S:9]2)[C@:12]2([CH3:22])[C@H:17]([C:16]([CH3:20])([CH3:21])[CH2:15][CH2:14][CH2:13]2)[CH2:18][CH2:19]3)=[C:4]([OH:24])[CH:5]=1, predict the reactants needed to synthesize it. The reactants are: [CH3:1][C@@:2]12[CH2:19][CH2:18][C@@H:17]3[C@:12]([CH3:22])([CH2:13][CH2:14][CH2:15][C:16]3([CH3:21])[CH3:20])[C@H:11]1[CH2:10][S:9][C:8]1[C:3]2=[C:4]([OH:24])[CH:5]=[C:6]([OH:23])[CH:7]=1.[CH3:25][Si](C=[N+]=[N-])(C)C.